Binary Classification. Given a miRNA mature sequence and a target amino acid sequence, predict their likelihood of interaction. From a dataset of Experimentally validated miRNA-target interactions with 360,000+ pairs, plus equal number of negative samples. (1) The miRNA is mmu-miR-34a-3p with sequence AAUCAGCAAGUAUACUGCCCU. The protein sequence of the target gene is MAVFHDEVEIEDFQYDEDSETYFYPCPCGDNFSITKEDLENGEDVATCPSCSLIIKVIYDKDQFVCGETVPAPSANKELVKC. Result: 0 (no interaction). (2) The miRNA is cel-miR-249-3p with sequence UCACAGGACUUUUGAGCGUUGCC. The protein sequence of the target gene is MPVFHTRTIESILEPVAQQISHLVIMHEEGEVDGKAIPDLTAPVAAVQAAVSNLVRVGKETVQTTEDQILKRDMPPAFIKVENACTKLVQAAQMLQSDPYSVPARDYLIDGSRGILSGTSDLLLTFDEAEVRKIIRVCKGILEYLTVAEVVETMEDLVTYTKNLGPGMTKMAKMIDERQQELTHQEHRVMLVNSMNTVKELLPVLISAMKIFVTTKNSKNQGIEEALKNRNFTVEKMSAEINEIIRVLQLTSWDEDAWASKDTEAMKRALASIDSKLNQAKGWLRDPSASPGDAGEQAIR.... Result: 0 (no interaction).